From a dataset of Experimentally validated miRNA-target interactions with 360,000+ pairs, plus equal number of negative samples. Binary Classification. Given a miRNA mature sequence and a target amino acid sequence, predict their likelihood of interaction. (1) The miRNA is hsa-miR-153-5p with sequence UCAUUUUUGUGAUGUUGCAGCU. The protein sequence of the target gene is MVFYFTSSSVNSSAYTIYMGKDKYENEDLIKHGWPEDIWFHVDKLSSAHVYLRLHKGENIEDIPKEVLMDCAHLVKANSIQGCKMNNVNVVYTPWSNLKKTADMDVGQIGFHRQKDVKIVTVEKKVNEILNRLEKTKVERFPDLAAEKECRDREERNEKKAQIQEMKKREKEEMKKKREMDELRSYSSLMKVENMSSNQDGNDSDEFM. Result: 1 (interaction). (2) The miRNA is mmu-miR-290a-3p with sequence AAAGUGCCGCCUAGUUUUAAGCCC. The protein sequence of the target gene is MASGACQGCEEEEEEEALKKLIVRLNNVQEGKQIETLLQLLEDMLVFTYSDRASKLFEDKNFHVPLLIVLDSYMRVASVQQAGWSLLCKLIEVCPGTLQSLIGPQDIGNDWEVLGIHRLILKMLTVHHANVNLSIVGLKALDLLLDSGKLTLLILDEECDIFLLIFDAMHRYSANDEVQKLGCKALHVLFERVSEEQLTEFVENKDYTILLSTFGSFRRDKEIVYHVLCCLHSLAVTCSNVEVLMSGNVRCYNLVVEAMKAFPTNENIQEVSCSLFQKLTLGNFFNILVLNEVHVFVVKA.... Result: 0 (no interaction). (3) The miRNA is hsa-miR-19b-3p with sequence UGUGCAAAUCCAUGCAAAACUGA. The protein sequence of the target gene is MGGKNKQRTKGNLRPSNSGRAAELLAKEQGTVPGFIGFGTSQSDLGYVPAIQGAEEIDSLVDSDFRMVLRKLSKKDVTTKLKAMQEFGTMCTERDTETVKGVLPYWPRIFCKISLDHDRRVREATQQAFEKLILKVKKQLAPYLKSLMGYWLMAQCDTYTPAAFAAKDAFEAAFPPSKQPEAIAFCKDEITSVLQDHLIKETPDTLSDPQTVPEEEREAKFYRVVTCSLLALKRLLCLLPDNELDSLEEKFKSLLSQNKFWKYGKHSVPQIRSAYFELVSALCQRIPQLMKEEASKVSPS.... Result: 1 (interaction). (4) The miRNA is hsa-miR-3915 with sequence UUGAGGAAAAGAUGGUCUUAUU. The protein sequence of the target gene is MPEARSSGPDLTRWRKQQQPVRRTVSQVCPPPRRPLTVADIRSGMENERLGVVRDSMFQNPLIVKAAGPASVGTSYSVYDSSAVQKVIPSLAGHHIKGGPQAELGKPRERSYSLPGINFNYGLYIRGLDGGVPEAIGRWNVFKQQPTCPHELTRNYIAMNRGAVKAGLVTARENLLYRQLNDIRISDQDDRRMKKEPPPLPPNMTFGIRARPSTPFFDLLQHRYLQLWVQEQKATQKAIKLEKKQKVVLGKLYETRSSQLRKYKPPVKLDTLWHMPHFQKVGRHLDTFPTEADRQRALKA.... Result: 0 (no interaction).